Regression. Given a peptide amino acid sequence and an MHC pseudo amino acid sequence, predict their binding affinity value. This is MHC class I binding data. From a dataset of Peptide-MHC class I binding affinity with 185,985 pairs from IEDB/IMGT. (1) The binding affinity (normalized) is 0.0847. The peptide sequence is VWKQLFPEL. The MHC is HLA-B46:01 with pseudo-sequence HLA-B46:01. (2) The MHC is HLA-A02:16 with pseudo-sequence HLA-A02:16. The binding affinity (normalized) is 0.0847. The peptide sequence is TVIYRGTTF. (3) The peptide sequence is CLEWLRAKRK. The MHC is HLA-A31:01 with pseudo-sequence HLA-A31:01. The binding affinity (normalized) is 0.269.